Dataset: Catalyst prediction with 721,799 reactions and 888 catalyst types from USPTO. Task: Predict which catalyst facilitates the given reaction. (1) Reactant: C([O:4][C@@H:5]([CH3:42])[C:6]([NH:8][C@H:9]([CH3:41])[C:10]([N:12]1[CH2:17][CH2:16][CH:15]([CH2:18][N:19]2[C:27]([S:28][C:29]3[C:38]([Br:39])=[CH:37][C:32]4[O:33][CH2:34][CH2:35][O:36][C:31]=4[CH:30]=3)=[N:26][C:25]3[C:20]2=[N:21][CH:22]=[N:23][C:24]=3[NH2:40])[CH2:14][CH2:13]1)=[O:11])=[O:7])(=O)C.N. Product: [NH2:40][C:24]1[N:23]=[CH:22][N:21]=[C:20]2[C:25]=1[N:26]=[C:27]([S:28][C:29]1[C:38]([Br:39])=[CH:37][C:32]3[O:33][CH2:34][CH2:35][O:36][C:31]=3[CH:30]=1)[N:19]2[CH2:18][CH:15]1[CH2:16][CH2:17][N:12]([C:10](=[O:11])[C@H:9]([NH:8][C:6](=[O:7])[C@@H:5]([OH:4])[CH3:42])[CH3:41])[CH2:13][CH2:14]1. The catalyst class is: 5. (2) Reactant: [Br:1][C:2]1[CH:13]=[C:12]([Br:14])[C:5]2[NH:6][C:7](=O)[O:8][C:9](=[O:10])[C:4]=2[CH:3]=1.[Br:15][C:16]1[CH:17]=[C:18](C(Cl)=O)[N:19]([C:21]2[C:26]([Cl:27])=[CH:25][CH:24]=[CH:23][N:22]=2)[N:20]=1.N1C=CC=CC=1. Product: [Br:15][C:16]1[CH:17]=[C:18]([C:7]2[O:8][C:9](=[O:10])[C:4]3[CH:3]=[C:2]([Br:1])[CH:13]=[C:12]([Br:14])[C:5]=3[N:6]=2)[N:19]([C:21]2[C:26]([Cl:27])=[CH:25][CH:24]=[CH:23][N:22]=2)[N:20]=1. The catalyst class is: 10. (3) Reactant: [N:1]1[CH:2]=[CH:3][N:4]2[C:9]=1[CH:8]=[CH:7][C:6]([O:10][C:11]1[CH:12]=[C:13]([CH:17]=[CH:18][CH:19]=1)[C:14]([OH:16])=O)=[N:5]2.[NH2:20][C:21]1[CH:26]=[CH:25][CH:24]=[CH:23][CH:22]=1.O.ON1C2C=CC=CC=2N=N1.Cl.CN(C)CCCN=C=NCC.C(N(CC)CC)C.[OH-].[Na+]. Product: [N:1]1[CH:2]=[CH:3][N:4]2[C:9]=1[CH:8]=[CH:7][C:6]([O:10][C:11]1[CH:12]=[C:13]([CH:17]=[CH:18][CH:19]=1)[C:14]([NH:20][C:21]1[CH:26]=[CH:25][CH:24]=[CH:23][CH:22]=1)=[O:16])=[N:5]2. The catalyst class is: 9. (4) Reactant: CC(OI1(OC(C)=O)(OC(C)=O)OC(=O)C2C=CC=CC1=2)=O.[CH3:23][C:24]([O:28][CH2:29][CH:30]1[CH2:34][CH:33]=[C:32]([CH3:35])[C:31]1([CH3:37])[CH3:36])([CH3:27])[CH2:25][OH:26].C(=O)(O)[O-].[Na+]. Product: [CH3:27][C:24]([O:28][CH2:29][CH:30]1[CH2:34][CH:33]=[C:32]([CH3:35])[C:31]1([CH3:37])[CH3:36])([CH3:23])[CH:25]=[O:26]. The catalyst class is: 665. (5) Reactant: [N:1]1[CH:6]=[CH:5][CH:4]=[CH:3][C:2]=1[C:7]([OH:9])=O.C(N(CC)C(C)C)(C)C.CN(C(ON1N=NC2C=CC=CC1=2)=[N+](C)C)C.F[P-](F)(F)(F)(F)F.[CH3:43][O:44][C:45]1[CH:46]=[C:47]([NH:55][C:56]2[N:57]=[CH:58][C:59]3[CH2:65][NH:64][CH2:63][CH2:62][C:60]=3[N:61]=2)[CH:48]=[C:49]([O:53][CH3:54])[C:50]=1[O:51][CH3:52]. Product: [N:1]1[CH:6]=[CH:5][CH:4]=[CH:3][C:2]=1[C:7]([N:64]1[CH2:63][CH2:62][C:60]2[N:61]=[C:56]([NH:55][C:47]3[CH:46]=[C:45]([O:44][CH3:43])[C:50]([O:51][CH3:52])=[C:49]([O:53][CH3:54])[CH:48]=3)[N:57]=[CH:58][C:59]=2[CH2:65]1)=[O:9]. The catalyst class is: 31. (6) Reactant: Cl.[CH3:2][O:3][C:4](=[O:7])[CH2:5][NH2:6].[C:8]([O:12][C:13](=[O:20])[NH:14][C:15]([CH3:19])([CH3:18])[CH:16]=O)([CH3:11])([CH3:10])[CH3:9].[BH-](OC(C)=O)(OC(C)=O)OC(C)=O.[Na+].C([O-])(O)=O.[Na+]. Product: [CH3:2][O:3][C:4](=[O:7])[CH2:5][NH:6][CH2:19][C:15]([NH:14][C:13]([O:12][C:8]([CH3:11])([CH3:10])[CH3:9])=[O:20])([CH3:16])[CH3:18]. The catalyst class is: 624. (7) Reactant: [C:1]([NH:5][C@H:6]1[CH2:11][CH2:10][CH2:9][N:8]([C:12]2[N:17]=[C:16]([NH:18]C(=O)OC(C)(C)C)[CH:15]=[CH:14][CH:13]=2)[CH2:7]1)(=[O:4])[CH:2]=[CH2:3].C(O)(C(F)(F)F)=O. Product: [NH2:18][C:16]1[N:17]=[C:12]([N:8]2[CH2:9][CH2:10][CH2:11][C@H:6]([NH:5][C:1](=[O:4])[CH:2]=[CH2:3])[CH2:7]2)[CH:13]=[CH:14][CH:15]=1. The catalyst class is: 2. (8) Reactant: [CH2:1]([N:3]1[CH2:8][CH2:7][N:6]([CH2:9][C:10]2[CH:15]=[CH:14][C:13]([NH:16][C:17](=[O:31])[CH2:18][C:19]3[CH:24]=[CH:23][CH:22]=[C:21]([C:25]#[C:26][Si](C)(C)C)[CH:20]=3)=[CH:12][C:11]=2[C:32]([F:35])([F:34])[F:33])[CH2:5][CH2:4]1)[CH3:2].C(=O)([O-])[O-].[K+].[K+].O. Product: [CH2:1]([N:3]1[CH2:4][CH2:5][N:6]([CH2:9][C:10]2[CH:15]=[CH:14][C:13]([NH:16][C:17](=[O:31])[CH2:18][C:19]3[CH:24]=[CH:23][CH:22]=[C:21]([C:25]#[CH:26])[CH:20]=3)=[CH:12][C:11]=2[C:32]([F:34])([F:33])[F:35])[CH2:7][CH2:8]1)[CH3:2]. The catalyst class is: 5.